From a dataset of Catalyst prediction with 721,799 reactions and 888 catalyst types from USPTO. Predict which catalyst facilitates the given reaction. (1) Reactant: [BH4-].[Na+].[F:3][C:4]1[C:16]([F:17])=[C:15]([F:18])[CH:14]=[CH:13][C:5]=1[NH:6][C@@H:7]([CH3:12])[C:8](OC)=[O:9].CO.O. Product: [F:3][C:4]1[C:16]([F:17])=[C:15]([F:18])[CH:14]=[CH:13][C:5]=1[NH:6][C@@H:7]([CH3:12])[CH2:8][OH:9]. The catalyst class is: 57. (2) Reactant: [C:1]1([C:7]([S:10][CH2:11][CH2:12][OH:13])([CH3:9])[CH3:8])[CH:6]=[CH:5][CH:4]=[CH:3][CH:2]=1.ClCCl.CCN(C(C)C)C(C)C.[C:26](Cl)(=[O:29])[CH:27]=[CH2:28]. Product: [C:26]([O:13][CH2:12][CH2:11][S:10][C:7]([C:1]1[CH:6]=[CH:5][CH:4]=[CH:3][CH:2]=1)([CH3:9])[CH3:8])(=[O:29])[CH:27]=[CH2:28]. The catalyst class is: 5. (3) Reactant: Cl[C:2]1[N:26]=[C:25]([CH3:27])[CH:24]=[CH:23][C:3]=1[C:4]([NH:6][C:7]1[CH:12]=[CH:11][C:10]([C:13](=[O:22])[CH2:14][CH2:15][C:16]2[CH:21]=[CH:20][CH:19]=[CH:18][N:17]=2)=[CH:9][CH:8]=1)=[O:5].[CH3:28][CH:29]1[CH2:34][CH2:33][NH:32][CH2:31][CH2:30]1.C(OCC)(=O)C.O. Product: [CH3:27][C:25]1[CH:24]=[CH:23][C:3]([C:4]([NH:6][C:7]2[CH:12]=[CH:11][C:10]([C:13](=[O:22])[CH2:14][CH2:15][C:16]3[CH:21]=[CH:20][CH:19]=[CH:18][N:17]=3)=[CH:9][CH:8]=2)=[O:5])=[C:2]([N:32]2[CH2:33][CH2:34][CH:29]([CH3:28])[CH2:30][CH2:31]2)[N:26]=1. The catalyst class is: 7. (4) Reactant: C(Cl)(=O)C(Cl)=O.CS(C)=O.[F:11][C:12]1[CH:52]=[CH:51][CH:50]=[C:49]([F:53])[C:13]=1[CH2:14][N:15]1[C:20]2[S:21][C:22]([C:31]3[CH:36]=[CH:35][C:34]([NH:37][C:38]([NH:40][O:41][CH3:42])=[O:39])=[CH:33][CH:32]=3)=[C:23]([CH2:24][N:25]([CH2:27][CH2:28][O:29][CH3:30])[CH3:26])[C:19]=2[C:18](=[O:43])[N:17]([CH2:44][CH:45]([OH:47])[CH3:46])[C:16]1=[O:48].C(N(CC)CC)C.[Cl-].[NH4+]. Product: [F:53][C:49]1[CH:50]=[CH:51][CH:52]=[C:12]([F:11])[C:13]=1[CH2:14][N:15]1[C:20]2[S:21][C:22]([C:31]3[CH:32]=[CH:33][C:34]([NH:37][C:38]([NH:40][O:41][CH3:42])=[O:39])=[CH:35][CH:36]=3)=[C:23]([CH2:24][N:25]([CH2:27][CH2:28][O:29][CH3:30])[CH3:26])[C:19]=2[C:18](=[O:43])[N:17]([CH2:44][C:45](=[O:47])[CH3:46])[C:16]1=[O:48]. The catalyst class is: 4. (5) Reactant: O[CH2:2][C:3]1([CH2:7][NH:8][C:9](=[O:15])[O:10][C:11]([CH3:14])([CH3:13])[CH3:12])[CH2:6][CH2:5][CH2:4]1.[NH:16]1[C:24]2[C:19](=[CH:20][CH:21]=[C:22]([C:25]([O:27][CH2:28][CH3:29])=[O:26])[CH:23]=2)[CH:18]=[C:17]1[C:30]([O:32][CH2:33][CH3:34])=[O:31].C1(P(C2C=CC=CC=2)C2C=CC=CC=2)C=CC=CC=1.N(C(OC(C)C)=O)=NC(OC(C)C)=O. Product: [C:11]([O:10][C:9]([NH:8][CH2:7][C:3]1([CH2:2][N:16]2[C:24]3[C:19](=[CH:20][CH:21]=[C:22]([C:25]([O:27][CH2:28][CH3:29])=[O:26])[CH:23]=3)[CH:18]=[C:17]2[C:30]([O:32][CH2:33][CH3:34])=[O:31])[CH2:6][CH2:5][CH2:4]1)=[O:15])([CH3:14])([CH3:13])[CH3:12]. The catalyst class is: 1.